Dataset: HIV replication inhibition screening data with 41,000+ compounds from the AIDS Antiviral Screen. Task: Binary Classification. Given a drug SMILES string, predict its activity (active/inactive) in a high-throughput screening assay against a specified biological target. (1) The drug is CC(=O)NC(CS[Ag])C(=O)O.O=[N+]([O-])O. The result is 0 (inactive). (2) The result is 0 (inactive). The drug is Cc1cc(NS(=O)(=O)c2ccc(NC(=O)c3ccc(Cl)c4c(Nc5ccc(S(=O)(=O)Nc6cc(C)on6)cc5)c5ccccc5nc34)cc2)no1.